From a dataset of Reaction yield outcomes from USPTO patents with 853,638 reactions. Predict the reaction yield, written as a fraction of the theoretical maximum amount of product (1.0 means a 100% yield; for example, 0.34 means a 34% yield). (1) The reactants are [CH3:1][N:2]([CH:22]([CH3:24])[CH3:23])[C:3]1[C:4]([C:17]2[CH:21]=[CH:20][NH:19][CH:18]=2)=[N:5][C:6]2[C:11]([N:12]=1)=[CH:10][C:9]([C:13]([O:15]C)=[O:14])=[CH:8][CH:7]=2.[OH-].[Na+]. The catalyst is CO. The product is [CH3:1][N:2]([CH:22]([CH3:24])[CH3:23])[C:3]1[C:4]([C:17]2[CH:21]=[CH:20][NH:19][CH:18]=2)=[N:5][C:6]2[C:11]([N:12]=1)=[CH:10][C:9]([C:13]([OH:15])=[O:14])=[CH:8][CH:7]=2. The yield is 0.280. (2) The reactants are [CH3:1][CH:2]([Si:4]([CH:27]([CH3:29])[CH3:28])([CH:24]([CH3:26])[CH3:25])[O:5][C:6]1[CH:11]=[CH:10][C:9]2[C:12]3([CH2:22][O:23][C:8]=2[CH:7]=1)[C:20]1[C:15](=[CH:16][CH:17]=[CH:18][CH:19]=1)[NH:14][C:13]3=[O:21])[CH3:3].[H-].[Na+].CC1C=CC(S(O[CH2:43][C@H:44]2[CH2:48][CH2:47][CH2:46][O:45]2)(=O)=O)=CC=1. The catalyst is CN(C)C=O. The product is [O:45]1[CH2:46][CH2:47][CH2:48][C@@H:44]1[CH2:43][N:14]1[C:15]2[C:20](=[CH:19][CH:18]=[CH:17][CH:16]=2)[C:12]2([C:9]3[CH:10]=[CH:11][C:6]([O:5][Si:4]([CH:27]([CH3:29])[CH3:28])([CH:2]([CH3:1])[CH3:3])[CH:24]([CH3:26])[CH3:25])=[CH:7][C:8]=3[O:23][CH2:22]2)[C:13]1=[O:21]. The yield is 0.580.